Dataset: Forward reaction prediction with 1.9M reactions from USPTO patents (1976-2016). Task: Predict the product of the given reaction. (1) Given the reactants [N:1]([CH2:4][C:5]1[CH:6]=[C:7]([CH:12]=[C:13]([CH2:15][F:16])[CH:14]=1)[C:8](OC)=[O:9])=[N+]=[N-].[H-].[H-].[H-].[H-].[Li+].[Al+3], predict the reaction product. The product is: [NH2:1][CH2:4][C:5]1[CH:6]=[C:7]([CH:12]=[C:13]([CH2:15][F:16])[CH:14]=1)[CH2:8][OH:9]. (2) Given the reactants [CH3:1][C:2]1[CH:7]=[CH:6][C:5]([C:8]#[CH:9])=[CH:4][CH:3]=1.[F:10][C:11]1[CH:18]=[CH:17][C:14]([CH2:15][SH:16])=[CH:13][CH:12]=1.[Na], predict the reaction product. The product is: [CH3:1][C:2]1[CH:7]=[CH:6][C:5](/[CH:8]=[CH:9]\[CH:15]([S:16][CH:15](/[CH:9]=[CH:8]\[C:5]2[CH:6]=[CH:7][C:2]([CH3:1])=[CH:3][CH:4]=2)[C:14]2[CH:17]=[CH:18][C:11]([F:10])=[CH:12][CH:13]=2)[C:14]2[CH:17]=[CH:18][C:11]([F:10])=[CH:12][CH:13]=2)=[CH:4][CH:3]=1. (3) Given the reactants [C:1]([O:5][C:6]([NH:8][CH2:9][C:10]1[CH:11]=[C:12]([NH:16][C:17](=[O:22])[C:18]([O:20]C)=[O:19])[CH:13]=[CH:14][CH:15]=1)=[O:7])([CH3:4])([CH3:3])[CH3:2].[OH-].[Na+], predict the reaction product. The product is: [C:1]([O:5][C:6]([NH:8][CH2:9][C:10]1[CH:11]=[C:12]([NH:16][C:17](=[O:22])[C:18]([OH:20])=[O:19])[CH:13]=[CH:14][CH:15]=1)=[O:7])([CH3:4])([CH3:2])[CH3:3]. (4) Given the reactants [C:1]([C:3]1[CH:4]=[C:5]([NH:9][C:10]([N:12]2[CH2:16][CH2:15][CH2:14][CH2:13]2)=[O:11])[CH:6]=[CH:7][CH:8]=1)#[N:2].NCC1C=C(NC(=O)N(CC)C)C=CC=1, predict the reaction product. The product is: [NH2:2][CH2:1][C:3]1[CH:4]=[C:5]([NH:9][C:10]([N:12]2[CH2:16][CH2:15][CH2:14][CH2:13]2)=[O:11])[CH:6]=[CH:7][CH:8]=1.